Dataset: Full USPTO retrosynthesis dataset with 1.9M reactions from patents (1976-2016). Task: Predict the reactants needed to synthesize the given product. The reactants are: [CH2:1]([O:8][C:9]1[CH:14]=[CH:13][C:12](B(O)O)=[CH:11][CH:10]=1)[C:2]1[CH:7]=[CH:6][CH:5]=[CH:4][CH:3]=1.C(=O)([O-])[O-].[Na+].[Na+].Br[C:25]1[CH:26]=[C:27]2[C:31](=[CH:32][C:33]=1Br)[N:30]([CH2:35][O:36][CH2:37][CH2:38][Si:39]([CH3:42])([CH3:41])[CH3:40])[N:29]=[C:28]2[NH:43][C:44](=[O:48])[CH2:45][CH2:46][CH3:47].[C:49]([O:52][CH2:53][CH3:54])(=O)[CH3:50]. Given the product [C:2]1([CH2:1][O:8][C:9]2[CH:14]=[CH:13][C:12]([C:25]3[CH:26]=[C:27]4[C:31](=[CH:32][C:33]=3[C:9]3[CH:10]=[CH:11][C:49]([O:52][CH2:53][C:54]5[CH:6]=[CH:7][CH:2]=[CH:3][CH:4]=5)=[CH:50][CH:14]=3)[N:30]([CH2:35][O:36][CH2:37][CH2:38][Si:39]([CH3:42])([CH3:41])[CH3:40])[N:29]=[C:28]4[NH:43][C:44](=[O:48])[CH2:45][CH2:46][CH3:47])=[CH:11][CH:10]=2)[CH:7]=[CH:6][CH:5]=[CH:4][CH:3]=1, predict the reactants needed to synthesize it.